Task: Predict the reaction yield, written as a fraction of the theoretical maximum amount of product (1.0 means a 100% yield; for example, 0.34 means a 34% yield).. Dataset: Reaction yield outcomes from USPTO patents with 853,638 reactions (1) The reactants are C([Li])CCC.[CH3:6][P:7](=[O:12])([O:10][CH3:11])[O:8][CH3:9].[Si:13]([O:20][C@H:21]([CH3:26])[C:22](OC)=[O:23])([C:16]([CH3:19])([CH3:18])[CH3:17])([CH3:15])[CH3:14]. The catalyst is O1CCCC1. The product is [Si:13]([O:20][C@H:21]([CH3:26])[C:22](=[O:23])[CH2:6][P:7](=[O:12])([O:10][CH3:11])[O:8][CH3:9])([C:16]([CH3:19])([CH3:18])[CH3:17])([CH3:15])[CH3:14]. The yield is 0.890. (2) The reactants are [C:1]([O:9][C@H:10]1[CH2:14][C@@H:13]([O:15]CC2C=CC=CC=2)[CH2:12][C@@H:11]1[C:23]1[N:27]([CH3:28])[N:26]=[CH:25][CH:24]=1)(=[O:8])[C:2]1[CH:7]=[CH:6][CH:5]=[CH:4][CH:3]=1. The catalyst is C(O)C.[C].[Pd]. The product is [C:1]([O:9][C@H:10]1[CH2:14][C@@H:13]([OH:15])[CH2:12][C@@H:11]1[C:23]1[N:27]([CH3:28])[N:26]=[CH:25][CH:24]=1)(=[O:8])[C:2]1[CH:3]=[CH:4][CH:5]=[CH:6][CH:7]=1. The yield is 0.910.